This data is from Full USPTO retrosynthesis dataset with 1.9M reactions from patents (1976-2016). The task is: Predict the reactants needed to synthesize the given product. Given the product [CH3:25][O:24][C:22]1[CH:21]=[CH:20][C:19]2[N:13]([C:11]([C:8]3[CH:9]=[CH:10][C:5]([O:4][CH2:3][CH2:2][N:34]4[CH2:39][CH2:38][CH2:37][CH2:36][CH2:35]4)=[CH:6][CH:7]=3)=[O:12])[CH2:14][CH:15]([C:26]3[CH:31]=[CH:30][C:29]([O:32][CH3:33])=[CH:28][CH:27]=3)[CH2:16][O:17][C:18]=2[CH:23]=1, predict the reactants needed to synthesize it. The reactants are: Cl[CH2:2][CH2:3][O:4][C:5]1[CH:10]=[CH:9][C:8]([C:11]([N:13]2[C:19]3[CH:20]=[CH:21][C:22]([O:24][CH3:25])=[CH:23][C:18]=3[O:17][CH2:16][CH:15]([C:26]3[CH:31]=[CH:30][C:29]([O:32][CH3:33])=[CH:28][CH:27]=3)[CH2:14]2)=[O:12])=[CH:7][CH:6]=1.[NH:34]1[CH2:39][CH2:38][CH2:37][CH2:36][CH2:35]1.[I-].[K+].